From a dataset of Forward reaction prediction with 1.9M reactions from USPTO patents (1976-2016). Predict the product of the given reaction. (1) Given the reactants Cl.C(OC([NH:9][CH2:10][C@@H:11]([CH:16]=[C:17]([CH3:19])[CH3:18])[CH2:12][C:13]([OH:15])=[O:14])=O)(C)(C)C, predict the reaction product. The product is: [NH2:9][CH2:10][C@@H:11]([CH2:16][CH:17]([CH3:19])[CH3:18])[CH2:12][C:13]([OH:15])=[O:14]. (2) Given the reactants [CH:1]1([C:7]2[CH:20]=[CH:19][C:10]([O:11][CH2:12][C@H:13]3[O:17][C:16]([NH2:18])=[N:15][CH2:14]3)=[CH:9][CH:8]=2)[CH2:6][CH2:5][CH2:4][CH2:3][CH2:2]1.C([O:23][C:24](=O)[C:25]#[C:26][C:27]([F:30])([CH3:29])[CH3:28])C, predict the reaction product. The product is: [CH:1]1([C:7]2[CH:20]=[CH:19][C:10]([O:11][CH2:12][C@H:13]3[O:17][C:16]4=[N:18][C:24](=[O:23])[CH:25]=[C:26]([C:27]([F:30])([CH3:29])[CH3:28])[N:15]4[CH2:14]3)=[CH:9][CH:8]=2)[CH2:2][CH2:3][CH2:4][CH2:5][CH2:6]1. (3) Given the reactants [F:1][C:2]1[CH:21]=[C:20]([N+:22]([O-])=O)[CH:19]=[CH:18][C:3]=1[O:4][C:5]1[C:14]2[C:9](=[CH:10][C:11]([OH:17])=[C:12]([O:15][CH3:16])[CH:13]=2)[N:8]=[CH:7][CH:6]=1.Cl[CH2:26][CH2:27][CH2:28][N:29]1[CH2:34][CH2:33][N:32]([C:35]([O:37][C:38]([CH3:41])([CH3:40])[CH3:39])=[O:36])[CH2:31][CH2:30]1, predict the reaction product. The product is: [NH2:22][C:20]1[CH:19]=[CH:18][C:3]([O:4][C:5]2[C:14]3[C:9](=[CH:10][C:11]([O:17][CH2:26][CH2:27][CH2:28][N:29]4[CH2:34][CH2:33][N:32]([C:35]([O:37][C:38]([CH3:39])([CH3:41])[CH3:40])=[O:36])[CH2:31][CH2:30]4)=[C:12]([O:15][CH3:16])[CH:13]=3)[N:8]=[CH:7][CH:6]=2)=[C:2]([F:1])[CH:21]=1. (4) Given the reactants C([N-]C(C)C)(C)C.[Li+].[Cl:9][C:10]1[CH:19]=[CH:18][C:17]2[C:12](=[CH:13][CH:14]=[C:15]([O:20][CH3:21])[CH:16]=2)[N:11]=1.[CH2:22]([N:29]1[CH2:34][CH2:33][CH2:32][CH2:31][C:30]1=O)[C:23]1[CH:28]=[CH:27][CH:26]=[CH:25][CH:24]=1.C1C[O:39]CC1, predict the reaction product. The product is: [CH2:22]([N:29]1[CH2:34][CH2:33][C:32]([C:19]2[C:10]([Cl:9])=[N:11][C:12]3[C:17]([CH:18]=2)=[CH:16][C:15]([O:20][CH3:21])=[CH:14][CH:13]=3)([OH:39])[CH2:31][CH2:30]1)[C:23]1[CH:28]=[CH:27][CH:26]=[CH:25][CH:24]=1. (5) Given the reactants [Cl:1][C:2]1[C:3]([I:15])=[CH:4][C:5]2[N:9]=[C:8]([S:10]([CH3:13])(=[O:12])=[O:11])[NH:7][C:6]=2[CH:14]=1.[H-].[Na+].[CH2:18](Br)[C:19]1[CH:24]=[CH:23][CH:22]=[CH:21][CH:20]=1, predict the reaction product. The product is: [CH2:18]([N:7]1[C:6]2[CH:14]=[C:2]([Cl:1])[C:3]([I:15])=[CH:4][C:5]=2[N:9]=[C:8]1[S:10]([CH3:13])(=[O:12])=[O:11])[C:19]1[CH:24]=[CH:23][CH:22]=[CH:21][CH:20]=1.